Dataset: Cav3 T-type calcium channel HTS with 100,875 compounds. Task: Binary Classification. Given a drug SMILES string, predict its activity (active/inactive) in a high-throughput screening assay against a specified biological target. (1) The drug is S=C(N)/C(=C/c1c(c(cc(c1C)C)C)C)C#N. The result is 0 (inactive). (2) The drug is O(c1c(CNc2ncnc3n(nnc23)Cc2ccccc2)cccc1)C. The result is 0 (inactive). (3) The compound is O=C(Nc1cc(ccc1)C(OCC)=O)CCc1c(n2ncnc2nc1C)C. The result is 0 (inactive). (4) The compound is Oc1c(C2Nc3c4c(N2)cccc4ccc3)c2c(cc1)cccc2. The result is 0 (inactive).